Task: Predict which catalyst facilitates the given reaction.. Dataset: Catalyst prediction with 721,799 reactions and 888 catalyst types from USPTO (1) Reactant: Cl.[C:2]([NH2:5])(=[NH:4])[CH3:3].C[O-].[Na+].[C:9]([C:11]1[CH:16]=[CH:15][CH:14]=[CH:13][C:12]=1[C:17]1[CH:22]=[CH:21][C:20]([CH2:23][CH:24]([C:29](=O)[CH2:30][CH2:31][CH2:32][CH3:33])[C:25](OC)=[O:26])=[C:19]([F:35])[CH:18]=1)#[N:10].O. The catalyst class is: 5. Product: [CH2:30]([C:29]1[N:4]=[C:2]([CH3:3])[NH:5][C:25](=[O:26])[C:24]=1[CH2:23][C:20]1[CH:21]=[CH:22][C:17]([C:12]2[C:11]([C:9]#[N:10])=[CH:16][CH:15]=[CH:14][CH:13]=2)=[CH:18][C:19]=1[F:35])[CH2:31][CH2:32][CH3:33]. (2) Reactant: [C:1]([C:3]1[CH:8]=[CH:7][C:6]([C:9]2[CH:14]=[C:13]([C:15]([F:18])([F:17])[F:16])[CH:12]=[C:11]([CH:19]([O:21][CH2:22][C:23]3([C:36]4[CH:41]=[CH:40][CH:39]=[CH:38][CH:37]=4)[CH2:28][CH2:27][N:26](C(OC(C)(C)C)=O)[CH2:25][CH2:24]3)[CH3:20])[CH:10]=2)=[CH:5][CH:4]=1)#[N:2]. Product: [C:36]1([C:23]2([CH2:22][O:21][CH:19]([C:11]3[CH:10]=[C:9]([C:6]4[CH:5]=[CH:4][C:3]([C:1]#[N:2])=[CH:8][CH:7]=4)[CH:14]=[C:13]([C:15]([F:17])([F:18])[F:16])[CH:12]=3)[CH3:20])[CH2:28][CH2:27][NH:26][CH2:25][CH2:24]2)[CH:37]=[CH:38][CH:39]=[CH:40][CH:41]=1. The catalyst class is: 55. (3) Reactant: [F:1][C:2]1[C:7]([F:8])=[CH:6][CH:5]=[CH:4][C:3]=1[C:9]1[N:34]=[C:12]2[CH:13]=[N:14][N:15]([CH2:17][C:18]3[O:22][N:21]=[C:20]([C:23]4[CH:33]=[CH:32][C:26]([O:27][CH2:28][CH2:29][CH2:30]O)=[CH:25][CH:24]=4)[CH:19]=3)[CH:16]=[C:11]2[N:10]=1.CS(Cl)(=O)=O.[NH:40]1[CH2:45][CH2:44][O:43][CH2:42][CH2:41]1.Cl. Product: [F:1][C:2]1[C:7]([F:8])=[CH:6][CH:5]=[CH:4][C:3]=1[C:9]1[N:34]=[C:12]2[CH:13]=[N:14][N:15]([CH2:17][C:18]3[O:22][N:21]=[C:20]([C:23]4[CH:33]=[CH:32][C:26]([O:27][CH2:28][CH2:29][CH2:30][N:40]5[CH2:45][CH2:44][O:43][CH2:42][CH2:41]5)=[CH:25][CH:24]=4)[CH:19]=3)[CH:16]=[C:11]2[N:10]=1. The catalyst class is: 338.